This data is from Reaction yield outcomes from USPTO patents with 853,638 reactions. The task is: Predict the reaction yield, written as a fraction of the theoretical maximum amount of product (1.0 means a 100% yield; for example, 0.34 means a 34% yield). (1) The reactants are [Cl:1][C:2]1[C:3]([CH3:30])=[C:4]([NH:10][C@H:11]([C@H:27]([OH:29])[CH3:28])[C:12]([NH:14][NH:15][C:16](=[O:26])[C:17]2[CH:22]=[CH:21][C:20]([N+:23]([O-:25])=[O:24])=[CH:19][CH:18]=2)=[O:13])[CH:5]=[CH:6][C:7]=1[C:8]#[N:9].[CH3:31][C:32]([Si:35](Cl)([CH3:37])[CH3:36])([CH3:34])[CH3:33].N1C=CN=C1. The catalyst is CN(C=O)C. The product is [Si:35]([O:29][C@@H:27]([CH3:28])[C@@H:11]([NH:10][C:4]1[CH:5]=[CH:6][C:7]([C:8]#[N:9])=[C:2]([Cl:1])[C:3]=1[CH3:30])[C:12]([NH:14][NH:15][C:16](=[O:26])[C:17]1[CH:22]=[CH:21][C:20]([N+:23]([O-:25])=[O:24])=[CH:19][CH:18]=1)=[O:13])([C:32]([CH3:34])([CH3:33])[CH3:31])([CH3:37])[CH3:36]. The yield is 0.820. (2) The product is [C:1]([O:5][CH3:6])(=[O:4])[CH:2]=[CH2:3].[C:7]([NH:11][C:12]([CH3:19])([CH3:18])[CH2:13][S:14]([O-:17])(=[O:15])=[O:16])(=[O:10])[CH:8]=[CH2:9].[Na+:20]. The catalyst is CN(C)C=O. The yield is 0.300. The reactants are [C:1]([O:5][CH3:6])(=[O:4])[CH:2]=[CH2:3].[C:7]([NH:11][C:12]([CH3:19])([CH3:18])[CH2:13][S:14]([O-:17])(=[O:16])=[O:15])(=[O:10])[CH:8]=[CH2:9].[Na+:20].